From a dataset of Merck oncology drug combination screen with 23,052 pairs across 39 cell lines. Regression. Given two drug SMILES strings and cell line genomic features, predict the synergy score measuring deviation from expected non-interaction effect. Drug 1: COC1=C2CC(C)CC(OC)C(O)C(C)C=C(C)C(OC(N)=O)C(OC)C=CC=C(C)C(=O)NC(=CC1=O)C2=O. Drug 2: Cn1cc(-c2cnn3c(N)c(Br)c(C4CCCNC4)nc23)cn1. Cell line: SW837. Synergy scores: synergy=-185.